From a dataset of Reaction yield outcomes from USPTO patents with 853,638 reactions. Predict the reaction yield, written as a fraction of the theoretical maximum amount of product (1.0 means a 100% yield; for example, 0.34 means a 34% yield). The reactants are CC(N(C)C)=O.Cl[C:8]1[CH:9]=[CH:10][C:11]2[N:12]([C:14]([C:17]([F:20])([F:19])[F:18])=[N:15][N:16]=2)[N:13]=1.[NH:21]1[CH2:26][CH2:25][CH:24]([C:27]2[CH:32]=[CH:31][C:30]([OH:33])=[CH:29][CH:28]=2)[CH2:23][CH2:22]1.C(N(CC)CC)C. The catalyst is O. The product is [F:18][C:17]([F:20])([F:19])[C:14]1[N:12]2[N:13]=[C:8]([N:21]3[CH2:26][CH2:25][CH:24]([C:27]4[CH:28]=[CH:29][C:30]([OH:33])=[CH:31][CH:32]=4)[CH2:23][CH2:22]3)[CH:9]=[CH:10][C:11]2=[N:16][N:15]=1. The yield is 0.899.